Dataset: Forward reaction prediction with 1.9M reactions from USPTO patents (1976-2016). Task: Predict the product of the given reaction. (1) Given the reactants [NH2:1][C:2]1[CH:16]=[CH:15][C:5]([C:6]([C:8]2[CH:13]=[CH:12][C:11]([NH2:14])=[CH:10][CH:9]=2)=[O:7])=[CH:4][CH:3]=1.[CH3:17][N:18]1[C:22]2[CH:23]=[CH:24][C:25]([C:27]([O-:29])=O)=[CH:26][C:21]=2[N:20]=[N:19]1, predict the reaction product. The product is: [C:6]([C:8]1[CH:13]=[CH:12][C:11]([NH:14][C:27]([C:25]2[CH:24]=[CH:23][C:22]3[N:18]([CH3:17])[N:19]=[N:20][C:21]=3[CH:26]=2)=[O:29])=[CH:10][CH:9]=1)([C:5]1[CH:15]=[CH:16][C:2]([NH:1][C:27]([C:25]2[CH:24]=[CH:23][C:22]3[N:18]([CH3:17])[N:19]=[N:20][C:21]=3[CH:26]=2)=[O:29])=[CH:3][CH:4]=1)=[O:7]. (2) Given the reactants [CH2:1]1[CH2:6][CH:5]([C:7]([OH:9])=[O:8])[NH:4][CH2:3][CH2:2]1.[OH-].[Na+].[C:12](O[C:12]([O:14][C:15]([CH3:18])([CH3:17])[CH3:16])=[O:13])([O:14][C:15]([CH3:18])([CH3:17])[CH3:16])=[O:13].Cl, predict the reaction product. The product is: [C:15]([O:14][C:12]([N:4]1[CH2:3][CH2:2][CH2:1][CH2:6][CH:5]1[C:7]([OH:9])=[O:8])=[O:13])([CH3:18])([CH3:17])[CH3:16]. (3) The product is: [C:16]([O:15][C:13]([NH:12][C@H:8]([CH2:9][OH:10])[CH2:7][C:6]([O:5][C:1]([CH3:4])([CH3:3])[CH3:2])=[O:20])=[O:14])([CH3:18])([CH3:17])[CH3:19]. Given the reactants [C:1]([O:5][C:6](=[O:20])[CH2:7][C@H:8]([NH:12][C:13]([O:15][C:16]([CH3:19])([CH3:18])[CH3:17])=[O:14])[C:9](O)=[O:10])([CH3:4])([CH3:3])[CH3:2].CN1CCOCC1.C(OC(Cl)=O)C(C)C.[Cl-].[NH4+].S([O-])([O-])(=O)=O.[Mg+2], predict the reaction product. (4) Given the reactants [CH2:1]([N:8]([CH2:17][C:18]1[CH:23]=[CH:22][CH:21]=[CH:20][CH:19]=1)[C:9]1[CH:14]=[CH:13][C:12](I)=[CH:11][C:10]=1[F:16])[C:2]1[CH:7]=[CH:6][CH:5]=[CH:4][CH:3]=1.[C:24]1(=[O:30])[NH:29][CH2:28][CH2:27][CH2:26][CH2:25]1, predict the reaction product. The product is: [CH2:1]([N:8]([CH2:17][C:18]1[CH:23]=[CH:22][CH:21]=[CH:20][CH:19]=1)[C:9]1[CH:14]=[CH:13][C:12]([N:29]2[CH2:28][CH2:27][CH2:26][CH2:25][C:24]2=[O:30])=[CH:11][C:10]=1[F:16])[C:2]1[CH:7]=[CH:6][CH:5]=[CH:4][CH:3]=1. (5) The product is: [CH3:1][O:2][C:3]([C:5]1[C:13]2[N:12]=[C:11]([C:14](=[O:25])[NH:15][CH:16]3[CH2:21][CH2:20][N:19]([CH:44]([CH3:49])[CH3:45])[CH2:18][CH2:17]3)[N:10]([CH2:33][C:34](=[O:35])[NH:36][C:37]3[CH:42]=[CH:41][C:40]([Cl:43])=[CH:39][N:38]=3)[C:9]=2[CH:8]=[CH:7][CH:6]=1)=[O:4]. Given the reactants [CH3:1][O:2][C:3]([C:5]1[C:13]2[N:12]=[C:11]([C:14](=[O:25])[N:15](C(C)C)[CH:16]3[CH2:21][CH2:20][NH:19][CH2:18][CH2:17]3)[NH:10][C:9]=2[CH:8]=[CH:7][CH:6]=1)=[O:4].C([O-])([O-])=O.[K+].[K+].Br[CH2:33][C:34]([NH:36][C:37]1[CH:42]=[CH:41][C:40]([Cl:43])=[CH:39][N:38]=1)=[O:35].[C:44]1(C)[CH:49]=CC=C[CH:45]=1, predict the reaction product. (6) Given the reactants [N+:1]([C:4]1[CH:5]=[C:6]2[C:10](=[CH:11][CH:12]=1)[NH:9][C:8](=[O:13])[C:7]2=[O:14])([O-:3])=[O:2].[CH2:15](O)[CH2:16][CH2:17][OH:18].O.C1(C)C=CC(S(O)(=O)=O)=CC=1, predict the reaction product. The product is: [N+:1]([C:4]1[CH:5]=[C:6]2[C:10](=[CH:11][CH:12]=1)[NH:9][C:8](=[O:13])[C:7]12[O:18][CH2:17][CH2:16][CH2:15][O:14]1)([O-:3])=[O:2]. (7) Given the reactants [CH3:1][O:2][C:3]1[C:12]([NH:13][C:14](=[O:22])OC2C=CC=CC=2)=[CH:11][C:10]2[C:5](=[CH:6][CH:7]=[CH:8][CH:9]=2)[CH:4]=1.[CH3:23][C:24]1[CH:25]=[C:26]([N:31]2[CH2:36][CH2:35][NH:34][CH2:33][CH2:32]2)[CH:27]=[C:28]([CH3:30])[CH:29]=1.C1CCN2C(=NCCC2)CC1, predict the reaction product. The product is: [CH3:1][O:2][C:3]1[C:12]([NH:13][C:14]([N:34]2[CH2:35][CH2:36][N:31]([C:26]3[CH:27]=[C:28]([CH3:30])[CH:29]=[C:24]([CH3:23])[CH:25]=3)[CH2:32][CH2:33]2)=[O:22])=[CH:11][C:10]2[C:5](=[CH:6][CH:7]=[CH:8][CH:9]=2)[CH:4]=1. (8) Given the reactants [OH:1][CH2:2][CH:3]([NH:8][S:9]([C:12]1[CH:17]=[CH:16][C:15]([N+:18]([O-:20])=[O:19])=[CH:14][CH:13]=1)(=[O:11])=[O:10])[C:4]([O:6][CH3:7])=[O:5].Br[CH2:22][C:23]([O:25][CH2:26][CH3:27])=[O:24].O.C([O-])(=O)C, predict the reaction product. The product is: [CH2:26]([O:25][C:23]([CH2:22][N:8]([S:9]([C:12]1[CH:17]=[CH:16][C:15]([N+:18]([O-:20])=[O:19])=[CH:14][CH:13]=1)(=[O:10])=[O:11])[CH:3]([CH2:2][OH:1])[C:4]([O:6][CH3:7])=[O:5])=[O:24])[CH3:27]. (9) Given the reactants N[C:2]1[CH:3]=[N:4][CH:5]=[C:6]([CH:11]=1)[C:7]([O:9][CH3:10])=[O:8].N([O-])=O.[Na+].C1C=CN=CC=1.[FH:22], predict the reaction product. The product is: [F:22][C:2]1[CH:3]=[N:4][CH:5]=[C:6]([CH:11]=1)[C:7]([O:9][CH3:10])=[O:8].